Dataset: Forward reaction prediction with 1.9M reactions from USPTO patents (1976-2016). Task: Predict the product of the given reaction. (1) Given the reactants [C:1]([NH:5][S:6]([C:9]1[CH:14]=[CH:13][CH:12]=[CH:11][C:10]=1[C:15]1[N:20]=[CH:19][C:18]([CH2:21][N:22]2[C:26]([CH2:27][CH2:28][CH3:29])=[CH:25][C:24]([C:30]([OH:32])=[O:31])=[N:23]2)=[CH:17][CH:16]=1)(=[O:8])=[O:7])([CH3:4])(C)C.C(O)(C(F)(F)F)=[O:34].C(Cl)Cl.C(OC(=O)C)(=O)C, predict the reaction product. The product is: [C:1]([NH:5][S:6]([C:9]1[CH:14]=[CH:13][CH:12]=[CH:11][C:10]=1[C:15]1[N:20]=[CH:19][C:18]([CH2:21][N:22]2[C:26]([CH2:27][CH2:28][CH3:29])=[CH:25][C:24]([C:30]([OH:32])=[O:31])=[N:23]2)=[CH:17][CH:16]=1)(=[O:8])=[O:7])(=[O:34])[CH3:4]. (2) Given the reactants [S:1]1[CH:5]=[CH:4][C:3]([C:6]([OH:8])=O)=[CH:2]1.[F:9][C:10]([F:36])([F:35])[C:11]([CH2:30][NH:31][CH2:32][CH2:33][CH3:34])([OH:29])[CH2:12][NH:13][C:14]1[CH:22]=[CH:21][CH:20]=[C:19]2[C:15]=1[CH:16]=[N:17][N:18]2[C:23]1[CH:28]=[CH:27][CH:26]=[CH:25][CH:24]=1, predict the reaction product. The product is: [CH2:32]([N:31]([CH2:30][C:11]([OH:29])([CH2:12][NH:13][C:14]1[CH:22]=[CH:21][CH:20]=[C:19]2[C:15]=1[CH:16]=[N:17][N:18]2[C:23]1[CH:28]=[CH:27][CH:26]=[CH:25][CH:24]=1)[C:10]([F:36])([F:35])[F:9])[C:6]([C:3]1[CH:4]=[CH:5][S:1][CH:2]=1)=[O:8])[CH2:33][CH3:34]. (3) Given the reactants Br[C:2]1[N:7]=[N:6][C:5]([NH2:8])=[N:4][C:3]=1[C:9]1[CH:14]=[CH:13][CH:12]=[CH:11][CH:10]=1.[F:15][C:16]1[CH:17]=[C:18](B(O)O)[CH:19]=[C:20]([C:22]([F:25])([F:24])[F:23])[CH:21]=1, predict the reaction product. The product is: [F:15][C:16]1[CH:17]=[C:18]([C:2]2[N:7]=[N:6][C:5]([NH2:8])=[N:4][C:3]=2[C:9]2[CH:14]=[CH:13][CH:12]=[CH:11][CH:10]=2)[CH:19]=[C:20]([C:22]([F:23])([F:24])[F:25])[CH:21]=1. (4) The product is: [Cl:35][CH2:36][CH2:37][O:38][CH2:39][CH2:40][O:12][C:11]1[CH:10]=[C:9]2[C:5]([C:6]([C:14]3[N:22]([S:23]([C:26]4[CH:27]=[CH:28][C:29]([CH3:32])=[CH:30][CH:31]=4)(=[O:25])=[O:24])[C:17]4=[N:18][CH:19]=[CH:20][CH:21]=[C:16]4[CH:15]=3)=[CH:7][N:8]2[CH3:13])=[CH:4][C:3]=1[O:2][CH3:1]. Given the reactants [CH3:1][O:2][C:3]1[CH:4]=[C:5]2[C:9](=[CH:10][C:11]=1[OH:12])[N:8]([CH3:13])[CH:7]=[C:6]2[C:14]1[N:22]([S:23]([C:26]2[CH:31]=[CH:30][C:29]([CH3:32])=[CH:28][CH:27]=2)(=[O:25])=[O:24])[C:17]2=[N:18][CH:19]=[CH:20][CH:21]=[C:16]2[CH:15]=1.[H-].[Na+].[Cl:35][CH2:36][CH2:37][O:38][CH2:39][CH2:40]Cl.C1CCCCC1.C(OCC)(=O)C, predict the reaction product. (5) The product is: [C:1]([C:3]1[CH:4]=[C:5]([C:13]2[O:15][N:16]=[C:17]([C:18]3[CH:19]=[CH:20][C:21]([CH2:28][CH2:29][C:30]([O:32][CH2:33][CH3:34])=[O:31])=[C:22]4[C:26]=3[N:25]([CH3:27])[CH:24]=[CH:23]4)[N:35]=2)[CH:6]=[CH:7][C:8]=1[O:9][CH:10]([CH3:12])[CH3:11])#[N:2]. Given the reactants [C:1]([C:3]1[CH:4]=[C:5]([C:13]([O:15][NH:16]/[C:17](=[N:35]/[H])/[C:18]2[CH:19]=[CH:20][C:21]([CH2:28][CH2:29][C:30]([O:32][CH2:33][CH3:34])=[O:31])=[C:22]3[C:26]=2[N:25]([CH3:27])[CH:24]=[CH:23]3)=O)[CH:6]=[CH:7][C:8]=1[O:9][CH:10]([CH3:12])[CH3:11])#[N:2].CCCC[N+](CCCC)(CCCC)CCCC.[F-].CCOC(C)=O, predict the reaction product. (6) Given the reactants [CH:1]1([CH2:4][O:5][C:6]2[CH:7]=[C:8]([CH:14]([NH2:20])[CH2:15][S:16]([CH3:19])(=[O:18])=[O:17])[CH:9]=[CH:10][C:11]=2[O:12][CH3:13])[CH2:3][CH2:2]1.C[O:22][C:23](=O)[C:24]1[C:29]([NH:30][C:31]([CH:33]2[CH2:35][CH2:34]2)=[O:32])=[CH:28][CH:27]=[CH:26][C:25]=1[CH2:36]Br.C(N(CC)CC)C, predict the reaction product. The product is: [CH:1]1([CH2:4][O:5][C:6]2[CH:7]=[C:8]([CH:14]([N:20]3[C:23](=[O:22])[C:24]4[C:25](=[CH:26][CH:27]=[CH:28][C:29]=4[NH:30][C:31]([CH:33]4[CH2:35][CH2:34]4)=[O:32])[CH2:36]3)[CH2:15][S:16]([CH3:19])(=[O:17])=[O:18])[CH:9]=[CH:10][C:11]=2[O:12][CH3:13])[CH2:3][CH2:2]1. (7) Given the reactants Br[C:2]1[CH:7]=[C:6]([F:8])[C:5]([CH3:9])=[CH:4][C:3]=1[F:10].C([Li])CCC.CCCCCC.CN(C)[CH:24]=[O:25].[BH4-].[Na+], predict the reaction product. The product is: [F:10][C:3]1[CH:4]=[C:5]([CH3:9])[C:6]([F:8])=[CH:7][C:2]=1[CH2:24][OH:25].